The task is: Predict the reaction yield, written as a fraction of the theoretical maximum amount of product (1.0 means a 100% yield; for example, 0.34 means a 34% yield).. This data is from Reaction yield outcomes from USPTO patents with 853,638 reactions. (1) The reactants are C([O:8][C:9]1[CH:14]=[CH:13][C:12]([C@@H:15]2[C@@H:18]([CH2:19][CH2:20][C:21](OC)=[O:22])[C:17](=[O:25])[N:16]2[C:26]2[CH:31]=[CH:30][C:29]([F:32])=[CH:28][CH:27]=2)=[CH:11][CH:10]=1)C1C=CC=CC=1.Cl.[CH3:34][NH:35][O:36][CH3:37].[CH:38]([Mg]Cl)([CH3:40])[CH3:39].[NH4+].[Cl-].[CH2:45]1[CH2:49]O[CH2:47][CH2:46]1. The catalyst is C(OCC)(=O)C. The product is [CH2:39]([O:8][C:9]1[CH:14]=[CH:13][C:12]([C@@H:15]2[C@@H:18]([CH2:19][CH2:20][C:21]([N:35]([O:36][CH3:37])[CH3:34])=[O:22])[C:17](=[O:25])[N:16]2[C:26]2[CH:31]=[CH:30][C:29]([F:32])=[CH:28][CH:27]=2)=[CH:11][CH:10]=1)[C:38]1[CH:40]=[CH:47][CH:46]=[CH:45][CH:49]=1. The yield is 0.917. (2) The reactants are [C:1]([N:8]1[CH:12]=[CH:11]N=C1)(N1C=CN=C1)=[O:2].CC#N.O.F[C:18](F)(F)[C:19]([OH:21])=O.[O:24]1[CH2:28]C[CH2:26][CH2:25]1. No catalyst specified. The product is [CH3:28][O:24][C:25]1[CH:26]=[CH:18][C:19]2[O:21][C:1](=[O:2])[NH:8][C:12]=2[CH:11]=1. The yield is 0.820. (3) The reactants are [N+:1]([C:4]1[CH:5]=[C:6]([CH:10]=[CH:11][C:12]=1Cl)[C:7]([OH:9])=[O:8])([O-:3])=[O:2].[CH3:14][NH2:15]. The catalyst is O. The product is [N+:1]([C:4]1[CH:5]=[C:6]([CH:10]=[CH:11][C:12]=1[NH:15][CH3:14])[C:7]([OH:9])=[O:8])([O-:3])=[O:2]. The yield is 0.860. (4) The reactants are [H-].[Na+].[CH3:3][O:4][C:5]([C:7]1[C:15]2[C:10](=[CH:11][CH:12]=[CH:13][CH:14]=2)[NH:9][N:8]=1)=[O:6].[CH2:16](Br)[C:17]1[CH:22]=[CH:21][CH:20]=[CH:19][CH:18]=1.[Na+].[Cl-]. The catalyst is C1COCC1. The product is [CH3:3][O:4][C:5]([C:7]1[C:15]2[C:10](=[CH:11][CH:12]=[CH:13][CH:14]=2)[N:9]([CH2:16][C:17]2[CH:22]=[CH:21][CH:20]=[CH:19][CH:18]=2)[N:8]=1)=[O:6]. The yield is 0.840. (5) The reactants are [NH2:1][C:2]1[C:7]([C:8]2[N:22]([C:23]3[CH:28]=[CH:27][C:26]([C:29]([NH:32]C(=O)OC(C)(C)C)([CH3:31])[CH3:30])=[CH:25][CH:24]=3)[C:11]3=[N:12][C:13]([C:16]4[CH:21]=[CH:20][CH:19]=[CH:18][CH:17]=4)=[CH:14][CH:15]=[C:10]3[N:9]=2)=[CH:6][CH:5]=[CH:4][N:3]=1.[ClH:40].C(OC(C)C)(C)C. The catalyst is ClCCl.C(OCC)(=O)C. The product is [ClH:40].[NH2:32][C:29]([C:26]1[CH:27]=[CH:28][C:23]([N:22]2[C:11]3=[N:12][C:13]([C:16]4[CH:21]=[CH:20][CH:19]=[CH:18][CH:17]=4)=[CH:14][CH:15]=[C:10]3[N:9]=[C:8]2[C:7]2[C:2]([NH2:1])=[N:3][CH:4]=[CH:5][CH:6]=2)=[CH:24][CH:25]=1)([CH3:30])[CH3:31]. The yield is 0.710. (6) The reactants are [N+](C1C=CC(O[C:11](=[O:38])[O:12][CH2:13][C:14]2[N:15](CC3C=CN=CC=3)[C:16]([S:22][C:23]3[CH:28]=[C:27]([Cl:29])[CH:26]=[C:25]([Cl:30])[CH:24]=3)=[C:17]([CH:19]([CH3:21])[CH3:20])[N:18]=2)=CC=1)([O-])=O.[CH2:39]([O:41][P:42]([CH2:47][NH2:48])(=[O:46])[O:43][CH2:44][CH3:45])[CH3:40].C([N:52]([CH:55]([CH3:57])C)[CH2:53][CH3:54])(C)C.[CH3:58][C:59]#N. No catalyst specified. The product is [CH2:39]([O:41][P:42]([CH2:47][NH:48][C:11]([O:12][CH:13]([C:14]1[NH:15][C:16]([S:22][C:23]2[CH:24]=[C:25]([Cl:30])[CH:26]=[C:27]([Cl:29])[CH:28]=2)=[C:17]([CH:19]([CH3:20])[CH3:21])[N:18]=1)[CH2:58][C:59]1[CH:54]=[CH:53][N:52]=[CH:55][CH:57]=1)=[O:38])(=[O:46])[O:43][CH2:44][CH3:45])[CH3:40]. The yield is 0.900. (7) The reactants are [C:1]([O:5][C:6](=[O:18])[N:7]([CH3:17])[CH2:8][CH2:9][NH:10]C(=O)C(F)(F)F)([CH3:4])([CH3:3])[CH3:2].[OH-].[Li+]. The catalyst is CO. The product is [C:1]([O:5][C:6](=[O:18])[N:7]([CH2:8][CH2:9][NH2:10])[CH3:17])([CH3:4])([CH3:2])[CH3:3]. The yield is 0.180.